Dataset: Peptide-MHC class II binding affinity with 134,281 pairs from IEDB. Task: Regression. Given a peptide amino acid sequence and an MHC pseudo amino acid sequence, predict their binding affinity value. This is MHC class II binding data. (1) The peptide sequence is FDPYGATISATPESA. The MHC is HLA-DPA10103-DPB10201 with pseudo-sequence HLA-DPA10103-DPB10201. The binding affinity (normalized) is 0.0211. (2) The peptide sequence is PTLLFLKVPAQNAIST. The MHC is DRB1_0802 with pseudo-sequence DRB1_0802. The binding affinity (normalized) is 0.750.